Dataset: Catalyst prediction with 721,799 reactions and 888 catalyst types from USPTO. Task: Predict which catalyst facilitates the given reaction. The catalyst class is: 12. Reactant: [NH2:1][C:2]1[S:3][CH:4]=[C:5]([CH2:7][C:8]([NH:10][C:11]2[CH:16]=[CH:15][C:14]([CH2:17][CH2:18][NH:19][CH2:20][C@H:21]([OH:28])[C:22]3[CH:27]=[CH:26][CH:25]=[CH:24][CH:23]=3)=[CH:13][CH:12]=2)=[O:9])[N:6]=1.[ClH:29]. Product: [ClH:29].[ClH:29].[NH2:1][C:2]1[S:3][CH:4]=[C:5]([CH2:7][C:8]([NH:10][C:11]2[CH:12]=[CH:13][C:14]([CH2:17][CH2:18][NH:19][CH2:20][C@H:21]([OH:28])[C:22]3[CH:23]=[CH:24][CH:25]=[CH:26][CH:27]=3)=[CH:15][CH:16]=2)=[O:9])[N:6]=1.